This data is from Forward reaction prediction with 1.9M reactions from USPTO patents (1976-2016). The task is: Predict the product of the given reaction. (1) Given the reactants [N+:1]([C:4]1[CH:9]=[CH:8][C:7]([OH:10])=[CH:6][CH:5]=1)([O-:3])=[O:2].[CH2:11](Br)[C:12]#[CH:13].C([O-])([O-])=O.[K+].[K+], predict the reaction product. The product is: [CH2:13]([O:10][C:7]1[CH:8]=[CH:9][C:4]([N+:1]([O-:3])=[O:2])=[CH:5][CH:6]=1)[C:12]#[CH:11]. (2) Given the reactants [NH2:1][C:2]1[CH:3]=[C:4]([CH:14]=[CH:15][C:16]=1[O:17][CH3:18])[C:5]([NH:7][C:8]1[CH:9]=[N:10][CH:11]=[CH:12][CH:13]=1)=[O:6].[C:19]([C:22]1[CH:23]=[C:24]([N:28]=[C:29]=[S:30])[CH:25]=[CH:26][CH:27]=1)([OH:21])=[O:20].CO, predict the reaction product. The product is: [CH3:18][O:17][C:16]1[CH:15]=[CH:14][C:4]([C:5](=[O:6])[NH:7][C:8]2[CH:9]=[N:10][CH:11]=[CH:12][CH:13]=2)=[CH:3][C:2]=1[NH:1][C:29](=[S:30])[NH:28][C:24]1[CH:23]=[C:22]([CH:27]=[CH:26][CH:25]=1)[C:19]([OH:21])=[O:20].